This data is from Forward reaction prediction with 1.9M reactions from USPTO patents (1976-2016). The task is: Predict the product of the given reaction. (1) Given the reactants Br[C:2]1[S:6][C:5]([CH2:7][CH3:8])=[C:4]([C:9]([O:11][CH2:12][CH3:13])=[O:10])[CH:3]=1.[CH:14]([Mg]Br)([CH3:16])[CH3:15].O1CCC[CH2:20]1.[Cl-].[NH4+], predict the reaction product. The product is: [CH2:7]([C:5]1[S:6][C:2]([CH2:15][CH:14]([CH3:16])[CH3:20])=[CH:3][C:4]=1[C:9]([O:11][CH2:12][CH3:13])=[O:10])[CH3:8]. (2) Given the reactants [CH2:1]([NH2:5])[CH2:2][CH2:3][CH3:4].[C:6]1(=O)[CH2:11][CH2:10][CH2:9][CH2:8][CH2:7]1, predict the reaction product. The product is: [CH2:1]([N:5]=[C:6]1[CH2:11][CH2:10][CH2:9][CH2:8][CH2:7]1)[CH2:2][CH2:3][CH3:4]. (3) The product is: [C:1]([O:5][C:6]([NH:8][CH2:9][C:10]1[N:11]([CH2:30][CH:31]([CH3:33])[CH3:32])[C:12](=[O:29])[C:13]2[C:18]([C:19]=1[C:20]1[S:21][CH:22]=[CH:23][CH:24]=1)=[CH:17][C:16]([C:25]([OH:27])=[O:26])=[CH:15][CH:14]=2)=[O:7])([CH3:4])([CH3:3])[CH3:2]. Given the reactants [C:1]([O:5][C:6]([NH:8][CH2:9][C:10]1[N:11]([CH2:30][CH:31]([CH3:33])[CH3:32])[C:12](=[O:29])[C:13]2[C:18]([C:19]=1[C:20]1[S:21][CH:22]=[CH:23][CH:24]=1)=[CH:17][C:16]([C:25]([O:27]C)=[O:26])=[CH:15][CH:14]=2)=[O:7])([CH3:4])([CH3:3])[CH3:2].[OH-].[Na+].O.Cl, predict the reaction product. (4) The product is: [CH3:9][O:10][C:11]1[CH:23]=[C:22]2[C:14]([C:15]3[CH:16]=[C:17]([C:26]4[CH:27]=[CH:28][C:29]([O:32][CH3:33])=[CH:30][CH:31]=4)[CH:18]=[C:19]([C:24]([NH2:25])=[O:2])[C:20]=3[NH:21]2)=[CH:13][CH:12]=1. Given the reactants C(=O)([O-])[O-:2].[Na+].[Na+].OO.[CH3:9][O:10][C:11]1[CH:23]=[C:22]2[C:14]([C:15]3[CH:16]=[C:17]([C:26]4[CH:31]=[CH:30][C:29]([O:32][CH3:33])=[CH:28][CH:27]=4)[CH:18]=[C:19]([C:24]#[N:25])[C:20]=3[NH:21]2)=[CH:13][CH:12]=1.[OH-].[Na+], predict the reaction product. (5) Given the reactants [C:1]([O:5][C:6]([N:8]1[CH2:17][CH2:16][C:15]2[C:10](=[CH:11][C:12]([OH:18])=[CH:13][CH:14]=2)[CH2:9]1)=[O:7])([CH3:4])([CH3:3])[CH3:2].[C:19](=O)([O-])[O-].[K+].[K+].CI.O, predict the reaction product. The product is: [C:1]([O:5][C:6]([N:8]1[CH2:17][CH2:16][C:15]2[C:10](=[CH:11][C:12]([O:18][CH3:19])=[CH:13][CH:14]=2)[CH2:9]1)=[O:7])([CH3:4])([CH3:2])[CH3:3].